This data is from NCI-60 drug combinations with 297,098 pairs across 59 cell lines. The task is: Regression. Given two drug SMILES strings and cell line genomic features, predict the synergy score measuring deviation from expected non-interaction effect. (1) Drug 1: CN(C)N=NC1=C(NC=N1)C(=O)N. Drug 2: CC1=C(C=C(C=C1)C(=O)NC2=CC(=CC(=C2)C(F)(F)F)N3C=C(N=C3)C)NC4=NC=CC(=N4)C5=CN=CC=C5. Cell line: RXF 393. Synergy scores: CSS=5.58, Synergy_ZIP=0.173, Synergy_Bliss=3.19, Synergy_Loewe=-1.21, Synergy_HSA=-0.134. (2) Drug 1: CS(=O)(=O)C1=CC(=C(C=C1)C(=O)NC2=CC(=C(C=C2)Cl)C3=CC=CC=N3)Cl. Drug 2: C1CCC(C1)C(CC#N)N2C=C(C=N2)C3=C4C=CNC4=NC=N3. Cell line: NCI/ADR-RES. Synergy scores: CSS=7.98, Synergy_ZIP=-2.35, Synergy_Bliss=-0.662, Synergy_Loewe=-3.16, Synergy_HSA=-1.34. (3) Drug 1: C1CCC(C1)C(CC#N)N2C=C(C=N2)C3=C4C=CNC4=NC=N3. Cell line: M14. Synergy scores: CSS=-12.3, Synergy_ZIP=6.90, Synergy_Bliss=3.07, Synergy_Loewe=-4.20, Synergy_HSA=-7.17. Drug 2: CC(C1=C(C=CC(=C1Cl)F)Cl)OC2=C(N=CC(=C2)C3=CN(N=C3)C4CCNCC4)N. (4) Drug 1: CCC1(CC2CC(C3=C(CCN(C2)C1)C4=CC=CC=C4N3)(C5=C(C=C6C(=C5)C78CCN9C7C(C=CC9)(C(C(C8N6C=O)(C(=O)OC)O)OC(=O)C)CC)OC)C(=O)OC)O.OS(=O)(=O)O. Drug 2: CC1=C2C(C(=O)C3(C(CC4C(C3C(C(C2(C)C)(CC1OC(=O)C(C(C5=CC=CC=C5)NC(=O)C6=CC=CC=C6)O)O)OC(=O)C7=CC=CC=C7)(CO4)OC(=O)C)O)C)OC(=O)C. Cell line: SF-295. Synergy scores: CSS=-2.13, Synergy_ZIP=0.143, Synergy_Bliss=0.189, Synergy_Loewe=-2.34, Synergy_HSA=-1.05. (5) Drug 1: C1=CC(=CC=C1CC(C(=O)O)N)N(CCCl)CCCl.Cl. Drug 2: CCC1(CC2CC(C3=C(CCN(C2)C1)C4=CC=CC=C4N3)(C5=C(C=C6C(=C5)C78CCN9C7C(C=CC9)(C(C(C8N6C=O)(C(=O)OC)O)OC(=O)C)CC)OC)C(=O)OC)O.OS(=O)(=O)O. Synergy scores: CSS=48.9, Synergy_ZIP=0.756, Synergy_Bliss=0.627, Synergy_Loewe=-18.4, Synergy_HSA=-0.827. Cell line: CCRF-CEM. (6) Drug 1: CN(C)C1=NC(=NC(=N1)N(C)C)N(C)C. Drug 2: CN(CCCl)CCCl.Cl. Cell line: SK-MEL-2. Synergy scores: CSS=-1.93, Synergy_ZIP=2.81, Synergy_Bliss=1.42, Synergy_Loewe=-5.77, Synergy_HSA=-4.93. (7) Drug 1: CCC1=CC2CC(C3=C(CN(C2)C1)C4=CC=CC=C4N3)(C5=C(C=C6C(=C5)C78CCN9C7C(C=CC9)(C(C(C8N6C)(C(=O)OC)O)OC(=O)C)CC)OC)C(=O)OC.C(C(C(=O)O)O)(C(=O)O)O. Drug 2: CCC1(C2=C(COC1=O)C(=O)N3CC4=CC5=C(C=CC(=C5CN(C)C)O)N=C4C3=C2)O.Cl. Cell line: MCF7. Synergy scores: CSS=33.4, Synergy_ZIP=0.966, Synergy_Bliss=3.90, Synergy_Loewe=2.04, Synergy_HSA=4.83.